From a dataset of hERG Central: cardiac toxicity at 1µM, 10µM, and general inhibition. Predict hERG channel inhibition at various concentrations. The molecule is COc1cc2cc(CN(CCc3cccc(C)c3)C(=S)NCCCN3CCOCC3)c(=O)[nH]c2cc1OC. Results: hERG_inhib (hERG inhibition (general)): blocker.